Dataset: Reaction yield outcomes from USPTO patents with 853,638 reactions. Task: Predict the reaction yield, written as a fraction of the theoretical maximum amount of product (1.0 means a 100% yield; for example, 0.34 means a 34% yield). (1) The reactants are BrCCBr.Cl[Si](C)(C)C.I[CH:11]1[CH2:14][N:13]([C:15]([O:17][C:18]([CH3:21])([CH3:20])[CH3:19])=[O:16])[CH2:12]1.[Cl:22][C:23]1[C:24]([CH3:35])=[C:25](I)[C:26]([O:32][CH3:33])=[C:27]([C:29](=[O:31])[CH3:30])[CH:28]=1. The catalyst is CN(C)C=O.[Zn].C1C=CC(/C=C/C(/C=C/C2C=CC=CC=2)=O)=CC=1.C1C=CC(/C=C/C(/C=C/C2C=CC=CC=2)=O)=CC=1.C1C=CC(/C=C/C(/C=C/C2C=CC=CC=2)=O)=CC=1.[Pd].[Pd].O1C=CC=C1P(C1OC=CC=1)C1OC=CC=1. The product is [C:29]([C:27]1[C:26]([O:32][CH3:33])=[C:25]([CH:11]2[CH2:14][N:13]([C:15]([O:17][C:18]([CH3:21])([CH3:20])[CH3:19])=[O:16])[CH2:12]2)[C:24]([CH3:35])=[C:23]([Cl:22])[CH:28]=1)(=[O:31])[CH3:30]. The yield is 0.560. (2) The reactants are [Br:1][CH2:2][C:3]([C:5]1[S:6][CH:7]=[CH:8][N:9]=1)=[O:4].[S:10]1[CH:14]=[C:13]([CH:15]([NH:27][C:28]2[CH:33]=[CH:32][CH:31]=[CH:30][CH:29]=2)[C:16]([O:18][C@@H:19]2[CH:24]3[CH2:25][CH2:26][N:21]([CH2:22][CH2:23]3)[CH2:20]2)=[O:17])[C:12]2[CH:34]=[CH:35][CH:36]=[CH:37][C:11]1=2. The catalyst is CCOC(C)=O. The product is [Br-:1].[S:10]1[CH:14]=[C:13]([CH:15]([NH:27][C:28]2[CH:33]=[CH:32][CH:31]=[CH:30][CH:29]=2)[C:16]([O:18][C@@H:19]2[CH:24]3[CH2:25][CH2:26][N+:21]([CH2:2][C:3](=[O:4])[C:5]4[S:6][CH:7]=[CH:8][N:9]=4)([CH2:22][CH2:23]3)[CH2:20]2)=[O:17])[C:12]2[CH:34]=[CH:35][CH:36]=[CH:37][C:11]1=2. The yield is 0.275. (3) The reactants are CCN(C(C)C)C(C)C.[C:10]([O:14][C:15]([N:17]1[CH2:22][CH2:21][CH:20]([C:23]([O:25][CH2:26][CH3:27])=[O:24])[CH2:19][CH2:18]1)=[O:16])([CH3:13])([CH3:12])[CH3:11].I[CH2:29][CH:30]([CH3:32])[CH3:31]. The catalyst is C1COCC1.CCCCCC. The product is [CH2:26]([O:25][C:23]([C:20]1([CH2:29][CH:30]([CH3:32])[CH3:31])[CH2:21][CH2:22][N:17]([C:15]([O:14][C:10]([CH3:13])([CH3:12])[CH3:11])=[O:16])[CH2:18][CH2:19]1)=[O:24])[CH3:27]. The yield is 0.840. (4) The reactants are [F:1][C:2]1[C:3]([CH3:25])=[C:4]([C@:8]2([C:21]([O:23][CH3:24])=[O:22])[CH2:12][CH2:11][C:10](OS(C(F)(F)F)(=O)=O)=[CH:9]2)[CH:5]=[CH:6][CH:7]=1.CC1(C)C(C)(C)OB([C:34]2[CH:35]=[N:36][N:37]([CH2:39][C:40]([F:43])([F:42])[F:41])[CH:38]=2)O1. No catalyst specified. The product is [F:1][C:2]1[C:3]([CH3:25])=[C:4]([C@:8]2([C:21]([O:23][CH3:24])=[O:22])[CH2:12][CH2:11][C:10]([C:34]3[CH:35]=[N:36][N:37]([CH2:39][C:40]([F:43])([F:42])[F:41])[CH:38]=3)=[CH:9]2)[CH:5]=[CH:6][CH:7]=1. The yield is 0.770. (5) The reactants are [Cl:1][C:2]1[N:7]=[C:6]([CH2:8][C:9]([C:11]2[CH:12]=[CH:13][C:14]([F:29])=[C:15]([NH:17][S:18]([C:21]3[C:26]([F:27])=[CH:25][CH:24]=[CH:23][C:22]=3[F:28])(=[O:20])=[O:19])[CH:16]=2)=O)[CH:5]=[CH:4][N:3]=1.C1C(=O)N(Br)C(=O)C1.[CH3:38][CH:39]([CH3:43])[C:40](=[S:42])[NH2:41]. The catalyst is CN(C=O)C. The product is [Cl:1][C:2]1[N:7]=[C:6]([C:8]2[S:42][C:40]([CH:39]([CH3:43])[CH3:38])=[N:41][C:9]=2[C:11]2[CH:12]=[CH:13][C:14]([F:29])=[C:15]([NH:17][S:18]([C:21]3[C:26]([F:27])=[CH:25][CH:24]=[CH:23][C:22]=3[F:28])(=[O:20])=[O:19])[CH:16]=2)[CH:5]=[CH:4][N:3]=1. The yield is 0.410. (6) The reactants are [NH2:1][C:2]1[CH:3]=[C:4]([C:8]2([CH3:21])[CH:13]3[CH:9]2[CH2:10][N:11]([CH2:15][CH2:16][CH2:17][CH2:18][CH2:19][CH3:20])[C:12]3=O)[CH:5]=[CH:6][CH:7]=1.[N:22]([O-])=O.[Na+].C(=O)([O-])[O-].[Na+].[Na+]. The catalyst is Cl.O. The product is [NH2:1][C:2]1[CH:3]=[C:4]([C:8]2([CH3:21])[CH:13]3[CH:9]2[CH2:10][N:11]([CH2:15][CH2:16][CH2:17][CH2:18][CH2:19][CH3:20])[CH2:12]3)[CH:5]=[CH:6][C:7]=1[NH2:22]. The yield is 0.340.